Task: Regression. Given two drug SMILES strings and cell line genomic features, predict the synergy score measuring deviation from expected non-interaction effect.. Dataset: NCI-60 drug combinations with 297,098 pairs across 59 cell lines (1) Drug 1: CC1CCC2CC(C(=CC=CC=CC(CC(C(=O)C(C(C(=CC(C(=O)CC(OC(=O)C3CCCCN3C(=O)C(=O)C1(O2)O)C(C)CC4CCC(C(C4)OC)O)C)C)O)OC)C)C)C)OC. Drug 2: CN(CCCl)CCCl.Cl. Cell line: HCT116. Synergy scores: CSS=39.6, Synergy_ZIP=-6.05, Synergy_Bliss=-7.79, Synergy_Loewe=-14.2, Synergy_HSA=-14.2. (2) Synergy scores: CSS=39.2, Synergy_ZIP=-3.76, Synergy_Bliss=-5.42, Synergy_Loewe=-77.4, Synergy_HSA=-5.42. Drug 2: CC1C(C(CC(O1)OC2CC(CC3=C2C(=C4C(=C3O)C(=O)C5=CC=CC=C5C4=O)O)(C(=O)C)O)N)O. Cell line: SK-MEL-28. Drug 1: C1CNP(=O)(OC1)N(CCCl)CCCl. (3) Drug 1: C1=C(C(=O)NC(=O)N1)N(CCCl)CCCl. Drug 2: CC1=C(C=C(C=C1)C(=O)NC2=CC(=CC(=C2)C(F)(F)F)N3C=C(N=C3)C)NC4=NC=CC(=N4)C5=CN=CC=C5. Cell line: SNB-19. Synergy scores: CSS=28.9, Synergy_ZIP=6.25, Synergy_Bliss=7.29, Synergy_Loewe=4.54, Synergy_HSA=4.95. (4) Drug 1: C1CCC(CC1)NC(=O)N(CCCl)N=O. Drug 2: C1CC(C1)(C(=O)O)C(=O)O.[NH2-].[NH2-].[Pt+2]. Cell line: NCI-H226. Synergy scores: CSS=15.1, Synergy_ZIP=-5.62, Synergy_Bliss=-5.59, Synergy_Loewe=-5.67, Synergy_HSA=-3.30. (5) Drug 1: C1CCC(C1)C(CC#N)N2C=C(C=N2)C3=C4C=CNC4=NC=N3. Drug 2: CC1C(C(=O)NC(C(=O)N2CCCC2C(=O)N(CC(=O)N(C(C(=O)O1)C(C)C)C)C)C(C)C)NC(=O)C3=C4C(=C(C=C3)C)OC5=C(C(=O)C(=C(C5=N4)C(=O)NC6C(OC(=O)C(N(C(=O)CN(C(=O)C7CCCN7C(=O)C(NC6=O)C(C)C)C)C)C(C)C)C)N)C. Cell line: PC-3. Synergy scores: CSS=3.85, Synergy_ZIP=6.36, Synergy_Bliss=8.63, Synergy_Loewe=8.28, Synergy_HSA=6.94.